Dataset: Forward reaction prediction with 1.9M reactions from USPTO patents (1976-2016). Task: Predict the product of the given reaction. (1) Given the reactants Br[C:2]1[CH:7]=[CH:6][C:5]([C@@H:8]([NH:10][C:11](=[O:17])[O:12][C:13]([CH3:16])([CH3:15])[CH3:14])[CH3:9])=[CH:4][CH:3]=1.Br[C:19]1[C:20]2[C:21]3[CH:35]=[CH:34][S:33][C:22]=3[C:23](=[O:32])[NH:24][C:25]=2[C:26]([CH3:31])=[CH:27][C:28]=1[O:29][CH3:30], predict the reaction product. The product is: [CH3:30][O:29][C:28]1[CH:27]=[C:26]([CH3:31])[C:25]2[NH:24][C:23](=[O:32])[C:22]3[S:33][CH:34]=[CH:35][C:21]=3[C:20]=2[C:19]=1[C:2]1[CH:7]=[CH:6][C:5]([C@@H:8]([NH:10][C:11](=[O:17])[O:12][C:13]([CH3:16])([CH3:15])[CH3:14])[CH3:9])=[CH:4][CH:3]=1. (2) Given the reactants [Cl:1][C:2]1[CH:7]=[CH:6][C:5]([CH2:8][N:9]2[CH2:14][CH2:13][N:12]([C:15]([O:17][CH:18]([C:23]([F:26])([F:25])[F:24])[C:19]([F:22])([F:21])[F:20])=[O:16])[CH2:11][CH2:10]2)=[C:4]([N:27]2[CH2:34][CH:33]3[CH:29]([CH2:30][NH:31][CH2:32]3)[CH2:28]2)[CH:3]=1.C(O[C:38]1(O[Si](C)(C)C)[CH2:40][CH2:39]1)C.C(O)(=O)C.C([BH3-])#N.[Na+], predict the reaction product. The product is: [Cl:1][C:2]1[CH:7]=[CH:6][C:5]([CH2:8][N:9]2[CH2:14][CH2:13][N:12]([C:15]([O:17][CH:18]([C:19]([F:22])([F:21])[F:20])[C:23]([F:26])([F:25])[F:24])=[O:16])[CH2:11][CH2:10]2)=[C:4]([N:27]2[CH2:34][CH:33]3[CH:29]([CH2:30][N:31]([CH:38]4[CH2:40][CH2:39]4)[CH2:32]3)[CH2:28]2)[CH:3]=1. (3) Given the reactants [CH2:1]([O:3][C:4]([C:6]1[S:10][C:9]([CH3:11])=[N:8][C:7]=1[NH:12][CH2:13][C:14]1[CH:19]=[CH:18][CH:17]=[CH:16][CH:15]=1)=[O:5])[CH3:2].ClS([N:24]=[C:25]=[O:26])(=O)=O, predict the reaction product. The product is: [CH2:1]([O:3][C:4]([C:6]1[S:10][C:9]([CH3:11])=[N:8][C:7]=1[N:12]([CH2:13][C:14]1[CH:15]=[CH:16][CH:17]=[CH:18][CH:19]=1)[C:25]([NH2:24])=[O:26])=[O:5])[CH3:2]. (4) Given the reactants [F:1][C:2]([F:9])([F:8])[C:3]1[N:4]=[CH:5][NH:6][CH:7]=1.[H-].[Na+].Br[CH2:13][C:14]([O:16][CH3:17])=[O:15], predict the reaction product. The product is: [F:1][C:2]([F:9])([F:8])[C:3]1[N:4]=[CH:5][N:6]([CH2:13][C:14]([O:16][CH3:17])=[O:15])[CH:7]=1. (5) Given the reactants [N:1]1[CH:6]=[CH:5][CH:4]=[C:3]([C:7]2[C@:8]3([CH2:24][CH2:23][C@H:22]4[C@@H:13]([CH2:14][CH2:15][C:16]5[CH:17]=[C:18]([C:25](O)=[O:26])[CH:19]=[CH:20][C:21]=54)[C@@H:10]3[CH2:11][CH:12]=2)[CH3:9])[CH:2]=1.Cl.[NH2:29][CH2:30][CH2:31][S:32]([NH2:35])(=[O:34])=[O:33], predict the reaction product. The product is: [N:1]1[CH:6]=[CH:5][CH:4]=[C:3]([C:7]2[C@:8]3([CH2:24][CH2:23][C@H:22]4[C@@H:13]([CH2:14][CH2:15][C:16]5[CH:17]=[C:18]([C:25]([NH:29][CH2:30][CH2:31][S:32](=[O:34])(=[O:33])[NH2:35])=[O:26])[CH:19]=[CH:20][C:21]=54)[C@@H:10]3[CH2:11][CH:12]=2)[CH3:9])[CH:2]=1.